This data is from Forward reaction prediction with 1.9M reactions from USPTO patents (1976-2016). The task is: Predict the product of the given reaction. (1) Given the reactants [C:1]([O:5][C:6](=[O:41])[N:7]([CH2:20][CH2:21][CH2:22][N:23]1[C:32](=[O:33])[C:31]([CH3:35])([CH3:34])[C:30]2[C:25](=[C:26]([N+:37]([O-])=O)[C:27]([NH2:36])=[CH:28][CH:29]=2)[C:24]1=[O:40])[CH2:8][CH2:9][C:10]1[CH:15]=[CH:14][C:13]([O:16][CH3:17])=[C:12]([O:18][CH3:19])[CH:11]=1)([CH3:4])([CH3:3])[CH3:2], predict the reaction product. The product is: [C:1]([O:5][C:6](=[O:41])[N:7]([CH2:20][CH2:21][CH2:22][N:23]1[C:32](=[O:33])[C:31]([CH3:34])([CH3:35])[C:30]2[C:25](=[C:26]([NH2:37])[C:27]([NH2:36])=[CH:28][CH:29]=2)[C:24]1=[O:40])[CH2:8][CH2:9][C:10]1[CH:15]=[CH:14][C:13]([O:16][CH3:17])=[C:12]([O:18][CH3:19])[CH:11]=1)([CH3:2])([CH3:3])[CH3:4]. (2) Given the reactants [NH2:1][C:2]1[C:7](Br)=[CH:6][CH:5]=[CH:4][N:3]=1.O(CC)[C:10]([S-:12])=S.[K+].[ClH:16], predict the reaction product. The product is: [Cl:16][C:10]1[S:12][C:7]2[C:2]([N:1]=1)=[N:3][CH:4]=[CH:5][CH:6]=2. (3) Given the reactants Br[C:2]1[N:3]([CH3:18])[C:4]2[C:9]([C:10]=1[CH2:11][CH2:12][C:13]([O:15][CH3:16])=[O:14])=[CH:8][C:7]([Cl:17])=[CH:6][CH:5]=2.C([Sn](CCCC)(CCCC)[C:24]1[CH:25]=[N:26][CH:27]=[CH:28][CH:29]=1)CCC, predict the reaction product. The product is: [Cl:17][C:7]1[CH:8]=[C:9]2[C:4](=[CH:5][CH:6]=1)[N:3]([CH3:18])[C:2]([C:24]1[CH:25]=[N:26][CH:27]=[CH:28][CH:29]=1)=[C:10]2[CH2:11][CH2:12][C:13]([O:15][CH3:16])=[O:14]. (4) Given the reactants [CH2:1]1[C:6]2[NH:7][C:8]3[C:13]([C:5]=2[CH2:4][CH2:3][NH:2]1)=[CH:12][CH:11]=[CH:10][CH:9]=3.[CH2:14]([O:21][C:22](ON1C(=O)CCC1=O)=[O:23])[C:15]1[CH:20]=[CH:19][CH:18]=[CH:17][CH:16]=1.C(N(CC)CC)C.O, predict the reaction product. The product is: [CH2:14]([O:21][C:22]([N:2]1[CH2:3][CH2:4][C:5]2[C:13]3[C:8](=[CH:9][CH:10]=[CH:11][CH:12]=3)[NH:7][C:6]=2[CH2:1]1)=[O:23])[C:15]1[CH:20]=[CH:19][CH:18]=[CH:17][CH:16]=1.